Dataset: Catalyst prediction with 721,799 reactions and 888 catalyst types from USPTO. Task: Predict which catalyst facilitates the given reaction. Reactant: [CH3:1][C:2]1[C:3]([C:8]#[N:9])=[N:4][CH:5]=[CH:6][CH:7]=1.[C:10]([OH:13])(=[O:12])[CH3:11]. Product: [C:10]([OH:13])(=[O:12])[CH3:11].[CH3:1][C:2]1[C:3]([CH2:8][NH2:9])=[N:4][CH:5]=[CH:6][CH:7]=1. The catalyst class is: 45.